This data is from Full USPTO retrosynthesis dataset with 1.9M reactions from patents (1976-2016). The task is: Predict the reactants needed to synthesize the given product. (1) Given the product [C:21]([NH:20][C:17]1[CH:16]=[CH:15][C:14]([NH:13][C:12]2[C:7]3[CH:6]=[C:5]([C:3]([OH:4])=[O:2])[C:30](=[O:31])[NH:29][C:8]=3[N:9]=[CH:10][N:11]=2)=[CH:19][CH:18]=1)(=[O:28])[C:22]1[CH:27]=[CH:26][CH:25]=[CH:24][CH:23]=1, predict the reactants needed to synthesize it. The reactants are: C[O:2][C:3]([C:5]1[C:30](=[O:31])[NH:29][C:8]2[N:9]=[CH:10][N:11]=[C:12]([NH:13][C:14]3[CH:19]=[CH:18][C:17]([NH:20][C:21](=[O:28])[C:22]4[CH:27]=[CH:26][CH:25]=[CH:24][CH:23]=4)=[CH:16][CH:15]=3)[C:7]=2[CH:6]=1)=[O:4].[OH-].[Na+]. (2) Given the product [Cl:27][C:28]1[CH:42]=[CH:41][C:31]2[N:32]=[C:33]([N:35]3[CH2:40][CH2:39][N:38]([CH2:3][CH:2]([OH:1])[CH2:4][N:5]4[C:13]5[CH2:12][CH2:11][N:10]([C:14](=[O:16])[CH3:15])[CH2:9][C:8]=5[C:7]([C:17]5[CH:22]=[CH:21][C:20]([C:23]([F:26])([F:25])[F:24])=[CH:19][CH:18]=5)=[N:6]4)[CH2:37][CH2:36]3)[S:34][C:30]=2[CH:29]=1, predict the reactants needed to synthesize it. The reactants are: [O:1]1[CH2:3][CH:2]1[CH2:4][N:5]1[C:13]2[CH2:12][CH2:11][N:10]([C:14](=[O:16])[CH3:15])[CH2:9][C:8]=2[C:7]([C:17]2[CH:22]=[CH:21][C:20]([C:23]([F:26])([F:25])[F:24])=[CH:19][CH:18]=2)=[N:6]1.[Cl:27][C:28]1[CH:42]=[CH:41][C:31]2[N:32]=[C:33]([N:35]3[CH2:40][CH2:39][NH:38][CH2:37][CH2:36]3)[S:34][C:30]=2[CH:29]=1. (3) Given the product [CH2:16]([O:15][C:13]([N:1]1[CH2:7][CH2:6][CH2:5][CH:4]([C:8]([OH:10])=[O:9])[CH2:3][CH2:2]1)=[O:14])[C:17]1[CH:18]=[CH:19][CH:20]=[CH:21][CH:22]=1, predict the reactants needed to synthesize it. The reactants are: [N:1]1([C:13]([O:15][CH2:16][C:17]2[CH:22]=[CH:21][CH:20]=[CH:19][CH:18]=2)=[O:14])[CH2:7][CH2:6][CH2:5][CH:4]([C:8]([O:10]CC)=[O:9])[CH2:3][CH2:2]1.[Li+].[OH-]. (4) Given the product [CH2:21]([NH:20][C:18]([N:15]1[CH2:16][CH2:17][CH:12]([NH:11][C:10]2[CH:9]=[CH:8][C:7]([CH2:6][CH2:5][NH:4][CH2:53][C@H:51]([OH:52])[CH2:50][O:49][C:46]3[CH:47]=[CH:48][C:43]([OH:42])=[CH:44][CH:45]=3)=[CH:24][CH:23]=2)[CH2:13][CH2:14]1)=[O:19])[CH3:22], predict the reactants needed to synthesize it. The reactants are: C(O)=O.[NH2:4][CH2:5][CH2:6][C:7]1[CH:24]=[CH:23][C:10]([NH:11][CH:12]2[CH2:17][CH2:16][N:15]([C:18]([NH:20][CH2:21][CH3:22])=[O:19])[CH2:14][CH2:13]2)=[CH:9][CH:8]=1.C([Si]([O:42][C:43]1[CH:48]=[CH:47][C:46]([O:49][CH2:50][CH:51]2[CH2:53][O:52]2)=[CH:45][CH:44]=1)(C1C=CC=CC=1)C1C=CC=CC=1)(C)(C)C.